From a dataset of Full USPTO retrosynthesis dataset with 1.9M reactions from patents (1976-2016). Predict the reactants needed to synthesize the given product. (1) Given the product [Cl:9][C:4]1[CH:5]=[C:6]([Cl:8])[N:7]=[C:2]([NH:14][C:13]2[CH:15]=[CH:16][C:17]([Cl:18])=[C:11]([Cl:10])[CH:12]=2)[N:3]=1, predict the reactants needed to synthesize it. The reactants are: Cl[C:2]1[N:7]=[C:6]([Cl:8])[CH:5]=[C:4]([Cl:9])[N:3]=1.[Cl:10][C:11]1[CH:12]=[C:13]([CH:15]=[CH:16][C:17]=1[Cl:18])[NH2:14]. (2) Given the product [F:8][C:6]1[CH:5]=[C:4]([CH2:9][C:10]([NH:12][C@H:13]([C:15]([NH:18][CH:19]([C:25]2[CH:26]=[N:27][CH:28]=[CH:29][CH:30]=2)[C:20]([O:22][CH2:23][CH3:24])=[O:21])=[O:17])[CH3:14])=[O:11])[CH:3]=[C:2]([F:1])[CH:7]=1, predict the reactants needed to synthesize it. The reactants are: [F:1][C:2]1[CH:3]=[C:4]([CH2:9][C:10]([NH:12][C@H:13]([C:15]([OH:17])=O)[CH3:14])=[O:11])[CH:5]=[C:6]([F:8])[CH:7]=1.[NH2:18][CH:19]([C:25]1[CH:26]=[N:27][CH:28]=[CH:29][CH:30]=1)[C:20]([O:22][CH2:23][CH3:24])=[O:21]. (3) Given the product [CH3:32][C:27]1[CH:26]=[C:25]([NH:24][C:22]([C:21]2[C:16]([S:15][CH2:14][C:12]3[CH:11]=[CH:10][N:9]=[C:8]([NH:7][C:5]([NH:4][CH2:1][CH2:2][CH3:3])=[O:6])[CH:13]=3)=[N:17][CH:18]=[CH:19][CH:20]=2)=[O:23])[CH:30]=[C:29]([CH3:31])[CH:28]=1, predict the reactants needed to synthesize it. The reactants are: [CH2:1]([N:4]=[C:5]=[O:6])[CH2:2][CH3:3].[NH2:7][C:8]1[CH:13]=[C:12]([CH2:14][S:15][C:16]2[C:21]([C:22]([NH:24][C:25]3[CH:30]=[C:29]([CH3:31])[CH:28]=[C:27]([CH3:32])[CH:26]=3)=[O:23])=[CH:20][CH:19]=[CH:18][N:17]=2)[CH:11]=[CH:10][N:9]=1.C(OCC)(=O)C.